From a dataset of Full USPTO retrosynthesis dataset with 1.9M reactions from patents (1976-2016). Predict the reactants needed to synthesize the given product. (1) Given the product [CH3:1][O:2][C:3]([C:5]1[CH:6]=[CH:7][CH:8]=[C:9]2[C:13]=1[NH:12][C:11]([C:14]([OH:16])=[O:15])=[CH:10]2)=[O:4], predict the reactants needed to synthesize it. The reactants are: [CH3:1][O:2][C:3]([C:5]1[CH:6]=[CH:7][CH:8]=[C:9]2[C:13]=1[NH:12][C:11]([C:14]([O:16]CC1C=CC=CC=1)=[O:15])=[CH:10]2)=[O:4]. (2) Given the product [CH3:4][C:5]1[CH:10]=[C:9]([C:11]2[C:19]3[C:14](=[CH:15][C:16]([N+:22]([O-:24])=[O:23])=[C:17]([CH:20]=[O:1])[CH:18]=3)[N:13]([C:25]([C:38]3[CH:43]=[CH:42][CH:41]=[CH:40][CH:39]=3)([C:32]3[CH:37]=[CH:36][CH:35]=[CH:34][CH:33]=3)[C:26]3[CH:31]=[CH:30][CH:29]=[CH:28][CH:27]=3)[N:12]=2)[CH:8]=[CH:7][N:6]=1, predict the reactants needed to synthesize it. The reactants are: [O:1]=[O+][O-].[CH3:4][C:5]1[CH:10]=[C:9]([C:11]2[C:19]3[C:14](=[CH:15][C:16]([N+:22]([O-:24])=[O:23])=[C:17]([CH:20]=C)[CH:18]=3)[N:13]([C:25]([C:38]3[CH:43]=[CH:42][CH:41]=[CH:40][CH:39]=3)([C:32]3[CH:37]=[CH:36][CH:35]=[CH:34][CH:33]=3)[C:26]3[CH:31]=[CH:30][CH:29]=[CH:28][CH:27]=3)[N:12]=2)[CH:8]=[CH:7][N:6]=1. (3) Given the product [C:16]([O:20][C:21]([NH:23][CH:24]([C:28]1[CH:33]=[CH:32][C:31]([O:34][C:8]2[CH:15]=[CH:14][C:11]([CH:12]=[O:13])=[CH:10][CH:9]=2)=[CH:30][CH:29]=1)[C:25]([OH:27])=[O:26])=[O:22])([CH3:19])([CH3:17])[CH3:18], predict the reactants needed to synthesize it. The reactants are: C(=O)([O-])[O-].[K+].[K+].F[C:8]1[CH:15]=[CH:14][C:11]([CH:12]=[O:13])=[CH:10][CH:9]=1.[C:16]([O:20][C:21]([NH:23][CH:24]([C:28]1[CH:33]=[CH:32][C:31]([OH:34])=[CH:30][CH:29]=1)[C:25]([OH:27])=[O:26])=[O:22])([CH3:19])([CH3:18])[CH3:17]. (4) Given the product [N:18]1([CH2:23][CH2:24][NH:25][C:26]([C:28]2[S:29][C:30]([C:33]([NH:35][N:36]=[C:15]([C:12]3[C:13]([OH:14])=[C:9]([C:4]4[CH:5]=[CH:6][C:7]([Cl:8])=[C:2]([Cl:1])[CH:3]=4)[S:10][CH:11]=3)[CH3:17])=[O:34])=[CH:31][CH:32]=2)=[O:27])[CH2:22][CH2:21][CH2:20][CH2:19]1, predict the reactants needed to synthesize it. The reactants are: [Cl:1][C:2]1[CH:3]=[C:4]([C:9]2[S:10][CH:11]=[C:12]([C:15]([CH3:17])=O)[C:13]=2[OH:14])[CH:5]=[CH:6][C:7]=1[Cl:8].[N:18]1([CH2:23][CH2:24][NH:25][C:26]([C:28]2[S:29][C:30]([C:33]([NH:35][NH2:36])=[O:34])=[CH:31][CH:32]=2)=[O:27])[CH2:22][CH2:21][CH2:20][CH2:19]1. (5) Given the product [CH2:22]([O:24][C:25]([CH:27]([CH2:31][C:32]1[CH:33]=[CH:34][CH:35]=[CH:36][CH:37]=1)[CH2:28][CH2:29][N:14]1[C:13]2[CH:15]=[CH:16][CH:17]=[C:18]([CH3:19])[C:12]=2[N:11]=[C:10]1[CH2:9][O:8][C:7]1[CH:20]=[CH:21][C:4]([Cl:3])=[CH:5][CH:6]=1)=[O:26])[CH3:23], predict the reactants needed to synthesize it. The reactants are: [H-].[Na+].[Cl:3][C:4]1[CH:21]=[CH:20][C:7]([O:8][CH2:9][C:10]2[NH:11][C:12]3[C:18]([CH3:19])=[CH:17][CH:16]=[CH:15][C:13]=3[N:14]=2)=[CH:6][CH:5]=1.[CH2:22]([O:24][C:25]([CH:27]([CH2:31][C:32]1[CH:37]=[CH:36][CH:35]=[CH:34][CH:33]=1)[CH2:28][CH2:29]Br)=[O:26])[CH3:23].O. (6) Given the product [O:24]1[CH2:25][CH2:26][N:21]([CH2:6][C:7]2[N:8]=[CH:9][C:10]([NH:13][C:14](=[O:15])[O:16][C:17]([CH3:20])([CH3:19])[CH3:18])=[CH:11][CH:12]=2)[CH2:22][CH2:23]1, predict the reactants needed to synthesize it. The reactants are: CS(O[CH2:6][C:7]1[CH:12]=[CH:11][C:10]([NH:13][C:14]([O:16][C:17]([CH3:20])([CH3:19])[CH3:18])=[O:15])=[CH:9][N:8]=1)(=O)=O.[NH:21]1[CH2:26][CH2:25][O:24][CH2:23][CH2:22]1.C([O-])([O-])=O.[K+].[K+].